From a dataset of Forward reaction prediction with 1.9M reactions from USPTO patents (1976-2016). Predict the product of the given reaction. (1) Given the reactants C([O:3][C:4]([C:6]1[CH:7]=[N:8][C:9]2[C:14]([CH:15]=1)=[CH:13][CH:12]=[C:11]([NH:16][C:17]([C:19]1[C:20]([C:25]3[CH:30]=[CH:29][C:28]([C:31]([F:34])([F:33])[F:32])=[CH:27][CH:26]=3)=[CH:21][CH:22]=[CH:23][CH:24]=1)=[O:18])[CH:10]=2)=[O:5])C.[OH-].[Na+], predict the reaction product. The product is: [F:34][C:31]([F:32])([F:33])[C:28]1[CH:27]=[CH:26][C:25]([C:20]2[C:19]([C:17]([NH:16][C:11]3[CH:10]=[C:9]4[C:14]([CH:15]=[C:6]([C:4]([OH:5])=[O:3])[CH:7]=[N:8]4)=[CH:13][CH:12]=3)=[O:18])=[CH:24][CH:23]=[CH:22][CH:21]=2)=[CH:30][CH:29]=1. (2) Given the reactants OC(C(F)(F)F)=O.[C:8]1([C:14]2[CH:19]=[C:18]([CH:20]3[CH2:25][CH2:24][NH:23][CH2:22][CH2:21]3)[CH:17]=[CH:16][C:15]=2[NH:26][C:27]([C:29]2[N:30]([CH2:36][O:37][CH2:38][CH2:39][Si:40]([CH3:43])([CH3:42])[CH3:41])[CH:31]=[C:32]([C:34]#[N:35])[N:33]=2)=[O:28])[CH2:13][CH2:12][CH2:11][CH2:10][CH:9]=1.C([O-])([O-])=O.[K+].[K+].[I-].[Na+].Cl.Cl[CH2:54][CH2:55][N:56]1[CH2:61][CH2:60][O:59][CH2:58][CH2:57]1, predict the reaction product. The product is: [C:8]1([C:14]2[CH:19]=[C:18]([CH:20]3[CH2:25][CH2:24][N:23]([CH2:54][CH2:55][N:56]4[CH2:61][CH2:60][O:59][CH2:58][CH2:57]4)[CH2:22][CH2:21]3)[CH:17]=[CH:16][C:15]=2[NH:26][C:27]([C:29]2[N:30]([CH2:36][O:37][CH2:38][CH2:39][Si:40]([CH3:43])([CH3:42])[CH3:41])[CH:31]=[C:32]([C:34]#[N:35])[N:33]=2)=[O:28])[CH2:13][CH2:12][CH2:11][CH2:10][CH:9]=1. (3) Given the reactants [S:1]([C:5]1[CH:10]=[CH:9][C:8](B(O)O)=[CH:7][CH:6]=1)(=[O:4])(=[O:3])[NH2:2].C(=O)([O-])[O-].[K+].[K+].Br[C:21]1[CH:25]=[CH:24][O:23][C:22]=1[C:26]([O:28][CH2:29][CH3:30])=[O:27], predict the reaction product. The product is: [S:1]([C:5]1[CH:10]=[CH:9][C:8]([C:21]2[CH:25]=[CH:24][O:23][C:22]=2[C:26]([O:28][CH2:29][CH3:30])=[O:27])=[CH:7][CH:6]=1)(=[O:4])(=[O:3])[NH2:2]. (4) Given the reactants C([O:5][C:6](=[O:40])[CH2:7][N:8]1[C:12]2[CH:13]=[CH:14][C:15]([N:17]([CH2:28][C:29]3[CH:34]=[CH:33][CH:32]=[C:31]([Cl:35])[C:30]=3[Cl:36])[S:18]([C:21]3[CH:26]=[CH:25][C:24]([F:27])=[CH:23][CH:22]=3)(=[O:20])=[O:19])=[CH:16][C:11]=2[N:10]=[C:9]1[CH2:37][CH2:38][CH3:39])(C)(C)C.C(O)(C(F)(F)F)=O, predict the reaction product. The product is: [Cl:36][C:30]1[C:31]([Cl:35])=[CH:32][CH:33]=[CH:34][C:29]=1[CH2:28][N:17]([S:18]([C:21]1[CH:22]=[CH:23][C:24]([F:27])=[CH:25][CH:26]=1)(=[O:19])=[O:20])[C:15]1[CH:14]=[CH:13][C:12]2[N:8]([CH2:7][C:6]([OH:40])=[O:5])[C:9]([CH2:37][CH2:38][CH3:39])=[N:10][C:11]=2[CH:16]=1. (5) Given the reactants [Cl:1][C:2]1[N:7]=[C:6](S(C)(=O)=O)[N:5]=[C:4]([N:12]2[CH2:17][CH2:16][O:15][CH2:14][CH2:13]2)[CH:3]=1.[NH2:18][CH:19]1[CH2:22][N:21]([C:23]([O:25][C:26]([CH3:29])([CH3:28])[CH3:27])=[O:24])[CH2:20]1.CCN(C(C)C)C(C)C, predict the reaction product. The product is: [Cl:1][C:2]1[CH:3]=[C:4]([N:12]2[CH2:17][CH2:16][O:15][CH2:14][CH2:13]2)[N:5]=[C:6]([NH:18][CH:19]2[CH2:20][N:21]([C:23]([O:25][C:26]([CH3:29])([CH3:28])[CH3:27])=[O:24])[CH2:22]2)[N:7]=1.